Task: Regression. Given a peptide amino acid sequence and an MHC pseudo amino acid sequence, predict their binding affinity value. This is MHC class II binding data.. Dataset: Peptide-MHC class II binding affinity with 134,281 pairs from IEDB The peptide sequence is AFILSGDNLFPKV. The MHC is HLA-DQA10501-DQB10201 with pseudo-sequence HLA-DQA10501-DQB10201. The binding affinity (normalized) is 0.475.